This data is from Full USPTO retrosynthesis dataset with 1.9M reactions from patents (1976-2016). The task is: Predict the reactants needed to synthesize the given product. (1) Given the product [OH:16][C@@H:14]1[CH2:13][C@H:12]([CH2:10][N:9]([CH2:17][CH3:18])[CH2:7][CH3:8])[CH2:15]1, predict the reactants needed to synthesize it. The reactants are: [H-].[Al+3].[Li+].[H-].[H-].[H-].[CH2:7]([N:9]([CH2:17][CH3:18])[C:10]([C@H:12]1[CH2:15][C@@H:14]([OH:16])[CH2:13]1)=O)[CH3:8].O.[OH-].[Na+]. (2) Given the product [CH2:1]([O:3][C:4]([C:6]1[C:7]([OH:24])=[C:8]2[C:15]([Cl:16])=[CH:14][N:13]([CH2:17][C:18]3[CH:23]=[CH:22][CH:21]=[CH:20][CH:19]=3)[C:9]2=[C:10]([C:26]#[N:28])[N:11]=1)=[O:5])[CH3:2], predict the reactants needed to synthesize it. The reactants are: [CH2:1]([O:3][C:4]([C:6]1[C:7]([OH:24])=[C:8]2[C:15]([Cl:16])=[CH:14][N:13]([CH2:17][C:18]3[CH:23]=[CH:22][CH:21]=[CH:20][CH:19]=3)[C:9]2=[C:10](Cl)[N:11]=1)=[O:5])[CH3:2].C[C:26]([N:28](C)C)=O. (3) Given the product [Br:1][C:2]1[CH:3]=[C:4]2[C:14](=[CH:15][CH:16]=1)[O:13][C:7]1[CH:8]=[N:9][C:10]([Cl:12])=[CH:11][C:6]=1[C:5]2([NH:17][S:18]([C:20]([CH3:23])([CH3:22])[CH3:21])=[O:19])[CH2:24][CH2:25][OH:26], predict the reactants needed to synthesize it. The reactants are: [Br:1][C:2]1[CH:3]=[C:4]2[C:14](=[CH:15][CH:16]=1)[O:13][C:7]1[CH:8]=[N:9][C:10]([Cl:12])=[CH:11][C:6]=1[C:5]2([CH2:24][C:25](OC(C)(C)C)=[O:26])[NH:17][S:18]([C:20]([CH3:23])([CH3:22])[CH3:21])=[O:19].[H-].C([Al+]CC(C)C)C(C)C. (4) Given the product [C:35]([N:32]1[CH2:31][CH2:30][CH:29]([NH:28][C:26]([C:22]2[C:18]3=[N:19][CH:20]=[CH:21][C:16]([C:8]4[CH:9]=[C:10]([F:15])[C:11]([O:13][CH3:14])=[CH:12][C:7]=4[O:6][CH2:5][CH:2]4[CH2:4][CH2:3]4)=[C:17]3[NH:24][C:23]=2[CH3:25])=[O:27])[CH2:34][CH2:33]1)(=[O:37])[CH3:36], predict the reactants needed to synthesize it. The reactants are: Cl.[CH:2]1([CH2:5][O:6][C:7]2[CH:12]=[C:11]([O:13][CH3:14])[C:10]([F:15])=[CH:9][C:8]=2[C:16]2[CH:21]=[CH:20][N:19]=[C:18]3[C:22]([C:26]([NH:28][CH:29]4[CH2:34][CH2:33][NH:32][CH2:31][CH2:30]4)=[O:27])=[C:23]([CH3:25])[NH:24][C:17]=23)[CH2:4][CH2:3]1.[C:35](Cl)(=[O:37])[CH3:36]. (5) The reactants are: [CH:1]([Cl:4])([Cl:3])[Cl:2].[C:5]1([OH:11])[CH:10]=[CH:9][CH:8]=[CH:7][CH:6]=1. Given the product [C:5]1([OH:11])[CH:10]=[CH:9][CH:8]=[CH:7][CH:6]=1.[CH:1]([Cl:4])([Cl:3])[Cl:2], predict the reactants needed to synthesize it. (6) Given the product [Cl:36][C:24]1[CH:23]=[C:22]([NH:21][C:13]2[C:12]3[C:11]4[CH2:10][CH2:9][NH:8][CH2:20][C:19]=4[S:18][C:17]=3[N:16]=[CH:15][N:14]=2)[CH:27]=[CH:26][C:25]=1[O:28][CH2:29][C:30]1[CH:35]=[CH:34][CH:33]=[CH:32][N:31]=1, predict the reactants needed to synthesize it. The reactants are: C(OC([N:8]1[CH2:20][C:19]2[S:18][C:17]3[N:16]=[CH:15][N:14]=[C:13]([NH:21][C:22]4[CH:27]=[CH:26][C:25]([O:28][CH2:29][C:30]5[CH:35]=[CH:34][CH:33]=[CH:32][N:31]=5)=[C:24]([Cl:36])[CH:23]=4)[C:12]=3[C:11]=2[CH2:10][CH2:9]1)=O)(C)(C)C.C(O)(C(F)(F)F)=O. (7) Given the product [CH3:25][C:20]1([CH3:26])[C:21]([CH3:24])([CH3:23])[O:22][B:18]([C:2]2[CH:17]=[CH:16][C:5]3[N:6]([C:9]([O:11][C:12]([CH3:15])([CH3:14])[CH3:13])=[O:10])[CH:7]=[N:8][C:4]=3[CH:3]=2)[O:19]1, predict the reactants needed to synthesize it. The reactants are: Br[C:2]1[CH:17]=[CH:16][C:5]2[N:6]([C:9]([O:11][C:12]([CH3:15])([CH3:14])[CH3:13])=[O:10])[CH:7]=[N:8][C:4]=2[CH:3]=1.[B:18]1([B:18]2[O:22][C:21]([CH3:24])([CH3:23])[C:20]([CH3:26])([CH3:25])[O:19]2)[O:22][C:21]([CH3:24])([CH3:23])[C:20]([CH3:26])([CH3:25])[O:19]1.C([O-])(=O)C.[K+]. (8) Given the product [CH2:10]([NH:5][C:4]1[CH:6]=[CH:7][C:8]([CH3:9])=[C:2]([Cl:1])[CH:3]=1)[CH2:11][CH2:12][CH3:13], predict the reactants needed to synthesize it. The reactants are: [Cl:1][C:2]1[CH:3]=[C:4]([CH:6]=[CH:7][C:8]=1[CH3:9])[NH2:5].[CH:10](=O)[CH2:11][CH2:12][CH3:13]. (9) Given the product [CH2:29]([O:15][C:14]1[C:13]2[C:8](=[CH:9][C:10]([Br:16])=[CH:11][CH:12]=2)[CH:7]=[N:6][C:5]=1[C:3]([O:2][CH3:1])=[O:4])[C:26]1[CH:27]=[CH:28][CH:23]=[CH:24][CH:25]=1, predict the reactants needed to synthesize it. The reactants are: [CH3:1][O:2][C:3]([C:5]1[N:6]=[CH:7][C:8]2[C:13]([C:14]=1[OH:15])=[CH:12][CH:11]=[C:10]([Br:16])[CH:9]=2)=[O:4].C([O-])([O-])=O.[K+].[K+].[CH:23]1[CH:28]=[CH:27][C:26]([CH2:29]Br)=[CH:25][CH:24]=1.